This data is from NCI-60 drug combinations with 297,098 pairs across 59 cell lines. The task is: Regression. Given two drug SMILES strings and cell line genomic features, predict the synergy score measuring deviation from expected non-interaction effect. Drug 1: C1CCN(CC1)CCOC2=CC=C(C=C2)C(=O)C3=C(SC4=C3C=CC(=C4)O)C5=CC=C(C=C5)O. Drug 2: CC(CN1CC(=O)NC(=O)C1)N2CC(=O)NC(=O)C2. Cell line: MDA-MB-435. Synergy scores: CSS=4.23, Synergy_ZIP=-0.0520, Synergy_Bliss=7.02, Synergy_Loewe=2.60, Synergy_HSA=2.86.